This data is from Peptide-MHC class I binding affinity with 185,985 pairs from IEDB/IMGT. The task is: Regression. Given a peptide amino acid sequence and an MHC pseudo amino acid sequence, predict their binding affinity value. This is MHC class I binding data. (1) The peptide sequence is SIQFFGERA. The MHC is H-2-Db with pseudo-sequence H-2-Db. The binding affinity (normalized) is 0.0641. (2) The peptide sequence is QFAGGSFDF. The MHC is HLA-A69:01 with pseudo-sequence HLA-A69:01. The binding affinity (normalized) is 0.0847. (3) The MHC is HLA-B15:17 with pseudo-sequence HLA-B15:17. The binding affinity (normalized) is 0.0847. The peptide sequence is TMMRHRREL. (4) The MHC is Mamu-A20102 with pseudo-sequence Mamu-A20102. The binding affinity (normalized) is 0.0889. The peptide sequence is DRLALLANL. (5) The peptide sequence is ILTDGPERV. The MHC is HLA-A02:17 with pseudo-sequence HLA-A02:17. The binding affinity (normalized) is 0.159. (6) The peptide sequence is RMYSPTSI. The MHC is HLA-B15:03 with pseudo-sequence HLA-B15:03. The binding affinity (normalized) is 0.410. (7) The peptide sequence is LLTEVETYV. The MHC is HLA-B08:01 with pseudo-sequence HLA-B08:01. The binding affinity (normalized) is 0.0847. (8) The peptide sequence is TLSPAHLINK. The MHC is HLA-A03:01 with pseudo-sequence HLA-A03:01. The binding affinity (normalized) is 0.934.